Dataset: Full USPTO retrosynthesis dataset with 1.9M reactions from patents (1976-2016). Task: Predict the reactants needed to synthesize the given product. (1) The reactants are: [C:1]([C:3]1[CH:4]=[C:5]([O:13][CH3:14])[C:6]([C:9]([O:11]C)=[O:10])=[N:7][CH:8]=1)#[N:2].[OH-].[Na+].Cl. Given the product [C:1]([C:3]1[CH:4]=[C:5]([O:13][CH3:14])[C:6]([C:9]([OH:11])=[O:10])=[N:7][CH:8]=1)#[N:2], predict the reactants needed to synthesize it. (2) Given the product [CH3:32][C:25]1[CH:26]=[C:27]([CH:30]=[CH:31][C:24]=1[O:5][CH:6]1[CH2:9][N:8]([C:10]([C:12]2[O:13][C:14]([C:17]3[CH:22]=[CH:21][CH:20]=[CH:19][CH:18]=3)=[N:15][N:16]=2)=[O:11])[CH2:7]1)[CH:28]=[O:29], predict the reactants needed to synthesize it. The reactants are: CS([O:5][CH:6]1[CH2:9][N:8]([C:10]([C:12]2[O:13][C:14]([C:17]3[CH:22]=[CH:21][CH:20]=[CH:19][CH:18]=3)=[N:15][N:16]=2)=[O:11])[CH2:7]1)(=O)=O.O[C:24]1[CH:31]=[CH:30][C:27]([CH:28]=[O:29])=[CH:26][C:25]=1[CH3:32]. (3) Given the product [OH:39][C:40]1([C:43]([N:36]2[CH2:37][CH2:38][CH:33]([O:32][C:27]3[CH:26]=[CH:25][C:24]([C:20]4[N:19]=[C:18]([NH:17][C:14]5[CH:13]=[CH:12][C:11]([N:8]6[CH2:7][CH2:6][N:5]([CH:3]7[CH2:4][O:1][CH2:2]7)[CH2:10][CH2:9]6)=[CH:16][CH:15]=5)[N:23]=[CH:22][N:21]=4)=[CH:31][C:28]=3[C:29]#[N:30])[CH2:34][CH2:35]2)=[O:44])[CH2:42][CH2:41]1, predict the reactants needed to synthesize it. The reactants are: [O:1]1[CH2:4][CH:3]([N:5]2[CH2:10][CH2:9][N:8]([C:11]3[CH:16]=[CH:15][C:14]([NH:17][C:18]4[N:23]=[CH:22][N:21]=[C:20]([C:24]5[CH:25]=[CH:26][C:27]([O:32][CH:33]6[CH2:38][CH2:37][NH:36][CH2:35][CH2:34]6)=[C:28]([CH:31]=5)[C:29]#[N:30])[N:19]=4)=[CH:13][CH:12]=3)[CH2:7][CH2:6]2)[CH2:2]1.[OH:39][C:40]1([C:43](O)=[O:44])[CH2:42][CH2:41]1.C(N(CC)C(C)C)(C)C.CN(C(ON1N=NC2C=CC=NC1=2)=[N+](C)C)C.F[P-](F)(F)(F)(F)F. (4) Given the product [CH3:24][C:22]1[N:19]=[C:17]([NH:16][C:12]2[CH:11]=[C:10]([CH2:9][OH:8])[CH:15]=[CH:14][N:13]=2)[S:18][CH:21]=1, predict the reactants needed to synthesize it. The reactants are: [Si]([O:8][CH2:9][C:10]1[CH:15]=[CH:14][N:13]=[C:12]([NH:16][C:17]([NH2:19])=[S:18])[CH:11]=1)(C(C)(C)C)(C)C.Cl[CH2:21][C:22]([CH3:24])=O.